From a dataset of Forward reaction prediction with 1.9M reactions from USPTO patents (1976-2016). Predict the product of the given reaction. (1) Given the reactants [CH3:1][O:2][C:3]([NH:5][C@H:6]([C:58]1[CH:63]=[CH:62][CH:61]=[CH:60][CH:59]=1)[C:7]([N:9]1[CH2:13][CH2:12][CH2:11][C@H:10]1[C:14]1[NH:18][C:17]2[C:19]3[C:24]([CH:25]=[CH:26][C:16]=2[N:15]=1)=[CH:23][C:22]([C:27]1[CH:28]=[C:29]2[C:34](=[CH:35][CH:36]=1)[CH:33]=[C:32]([C:37]1[NH:41][C:40]([C@@H:42]4[CH2:46][CH2:45][CH2:44][N:43]4[C:47](=[O:57])[C@@H:48]([NH:52][C:53](=[O:56])[O:54][CH3:55])[CH:49]([CH3:51])[CH3:50])=[N:39][CH:38]=1)[CH:31]=[CH:30]2)=[CH:21][CH:20]=3)=[O:8])=[O:4].[CH3:64][O:65][C:66](N[C@H](C1C=CC=CC=1)C(N1CCC[C@H]1C1NC2C3C(CCC=2N=1)=CC(C1C=C2C(=CC=1)C=C(C1NC([C@@H]4CCCN4C(=O)[C@@H](NC(=O)OC)C(C)C)=NC=1)C=C2)=CC=3)=O)=O, predict the reaction product. The product is: [CH3:1][O:2][C:3]([NH:5][C@H:6]([C:58]1[CH:59]=[CH:60][CH:61]=[CH:62][CH:63]=1)[C:7]([N:9]1[CH2:13][CH2:12][CH2:11][C@H:10]1[C:14]1[NH:18][C:17]2[C:19]3[C:24]([CH:25]=[CH:26][C:16]=2[N:15]=1)=[CH:23][C:22]([C:27]1[CH:28]=[C:29]2[C:34](=[CH:35][CH:36]=1)[CH:33]=[C:32]([C:37]1[NH:41][C:40]([C@@H:42]4[CH2:46][CH2:45][CH2:44][N:43]4[C:47](=[O:57])[C@@H:48]([NH:52][C:53](=[O:56])[O:54][CH3:55])[CH:49]4[CH2:51][CH2:66][O:65][CH2:64][CH2:50]4)=[N:39][CH:38]=1)[CH:31]=[CH:30]2)=[CH:21][CH:20]=3)=[O:8])=[O:4]. (2) Given the reactants C([Mg]Br)C.C1C[O:8][CH2:7][CH2:6]1.I[C:11]1[N:18]2[C:14]([S:15][CH:16]=[CH:17]2)=[C:13]([S:19][CH3:20])[N:12]=1.C(Cl)(=O)C.[Cl-].[NH4+], predict the reaction product. The product is: [C:7]([C:11]1[N:18]2[C:14]([S:15][CH:16]=[CH:17]2)=[C:13]([S:19][CH3:20])[N:12]=1)(=[O:8])[CH3:6]. (3) Given the reactants [F:1][C:2]1[CH:21]=[C:20]([N+:22]([O-:24])=[O:23])[CH:19]=[CH:18][C:3]=1[O:4][C:5]1[C:14]2[C:9](=[CH:10][C:11]([OH:17])=[C:12]([O:15][CH3:16])[CH:13]=2)[N:8]=[CH:7][CH:6]=1.C([O-])([O-])=O.[K+].[K+].S(O[CH2:36][CH:37]1[CH2:42][CH2:41][N:40]([C:43]([O:45][C:46]([CH3:49])([CH3:48])[CH3:47])=[O:44])[CH2:39][CH2:38]1)(=O)(=O)C, predict the reaction product. The product is: [C:46]([O:45][C:43]([N:40]1[CH2:41][CH2:42][CH:37]([CH2:36][O:17][C:11]2[CH:10]=[C:9]3[C:14]([C:5]([O:4][C:3]4[CH:18]=[CH:19][C:20]([N+:22]([O-:24])=[O:23])=[CH:21][C:2]=4[F:1])=[CH:6][CH:7]=[N:8]3)=[CH:13][C:12]=2[O:15][CH3:16])[CH2:38][CH2:39]1)=[O:44])([CH3:49])([CH3:47])[CH3:48]. (4) Given the reactants CCN(C(C)C)C(C)C.[CH3:10][O:11][C:12]1[CH:13]=[CH:14][CH:15]=[C:16]2[C:21]=1[O:20][C:19](=[O:22])[C:18]([C:23]([OH:25])=O)=[CH:17]2.CN(C(ON1N=NC2C=CC=NC1=2)=[N+](C)C)C.F[P-](F)(F)(F)(F)F.[O:50]1[C:54]2[CH:55]=[CH:56][C:57]([C:59]3[CH:60]=[C:61]([NH2:65])[CH:62]=[CH:63][CH:64]=3)=[CH:58][C:53]=2[CH2:52][CH2:51]1, predict the reaction product. The product is: [O:50]1[C:54]2[CH:55]=[CH:56][C:57]([C:59]3[CH:60]=[C:61]([NH:65][C:23]([C:18]4[C:19](=[O:22])[O:20][C:21]5[C:16]([CH:17]=4)=[CH:15][CH:14]=[CH:13][C:12]=5[O:11][CH3:10])=[O:25])[CH:62]=[CH:63][CH:64]=3)=[CH:58][C:53]=2[CH2:52][CH2:51]1. (5) Given the reactants [OH-].[Li+].OO.C([C@H]1N([C:17](=[O:41])[C@H:18]([CH3:40])[CH2:19][C:20]2[CH:25]=[CH:24][C:23]([O:26][CH2:27][C:28]3[C:36]4[O:35][C:34]([CH3:38])([CH3:37])[CH2:33][C:32]=4[CH:31]=[C:30]([F:39])[CH:29]=3)=[CH:22][CH:21]=2)C(=O)CC1)C1C=CC=CC=1.S([O-])([O-])=[O:44].[Na+].[Na+], predict the reaction product. The product is: [F:39][C:30]1[CH:29]=[C:28]([CH2:27][O:26][C:23]2[CH:22]=[CH:21][C:20]([CH2:19][C@@H:18]([CH3:40])[C:17]([OH:41])=[O:44])=[CH:25][CH:24]=2)[C:36]2[O:35][C:34]([CH3:37])([CH3:38])[CH2:33][C:32]=2[CH:31]=1. (6) Given the reactants Br[C:2]1[CH:3]=[C:4]([CH:29]=[CH:30][CH:31]=1)[CH2:5][N:6]1[CH:11]=[C:10]([C:12]2[O:16][N:15]=[C:14]([C:17]3[CH:22]=[CH:21][C:20]([S:23][C:24]([F:27])([F:26])[F:25])=[CH:19][CH:18]=3)[N:13]=2)[CH:9]=[CH:8][C:7]1=[O:28].[Si]([O:49][CH:50]1[CH2:53][NH:52][CH2:51]1)(C(C)(C)C)(C1C=CC=CC=1)C1C=CC=CC=1.C1(P(C2CCCCC2)C2C=CC=CC=2C2C(C(C)C)=CC(C(C)C)=CC=2C(C)C)CCCCC1.CC(C)([O-])C.[Na+].C(OC(C)C)(C)C, predict the reaction product. The product is: [OH:49][CH:50]1[CH2:53][N:52]([C:2]2[CH:3]=[C:4]([CH:29]=[CH:30][CH:31]=2)[CH2:5][N:6]2[CH:11]=[C:10]([C:12]3[O:16][N:15]=[C:14]([C:17]4[CH:22]=[CH:21][C:20]([S:23][C:24]([F:27])([F:26])[F:25])=[CH:19][CH:18]=4)[N:13]=3)[CH:9]=[CH:8][C:7]2=[O:28])[CH2:51]1. (7) Given the reactants [Br:1][C:2]1[CH:3]=[CH:4][C:5]([CH2:8][N:9]([CH2:13][C:14]([O:16]CC)=O)[C:10]([NH2:12])=[O:11])=[N:6][CH:7]=1.C[O-].[Na+], predict the reaction product. The product is: [Br:1][C:2]1[CH:3]=[CH:4][C:5]([CH2:8][N:9]2[CH2:13][C:14](=[O:16])[NH:12][C:10]2=[O:11])=[N:6][CH:7]=1. (8) Given the reactants [C:1]123[CH2:14][S:11](=[O:13])(=[O:12])[NH:10][C@H:2]1[CH2:3][CH:4]([C:7]2([CH3:9])[CH3:8])[CH2:5][CH2:6]3.[Li][CH2:16][CH2:17][CH2:18][CH3:19].[C:20](Cl)(=[O:28])[CH2:21]/[CH:22]=[CH:23]/[CH2:24][C:25](Cl)=[O:26].C(=O)=O.[CH3:33][C:34]([CH3:36])=O.[CH2:37]1[CH2:41]OC[CH2:38]1, predict the reaction product. The product is: [CH3:33][C:34]1([CH3:36])[CH:38]2[CH2:37][CH2:41][C:17]31[C@H:18]([CH2:19]2)[N:10]([C:20](=[O:28])[CH2:21]/[CH:22]=[CH:23]/[CH2:24][C:25]([N:10]1[C@H:2]2[CH2:3][CH:4]4[C:7]([CH3:9])([CH3:8])[C:1]2([CH2:6][CH2:5]4)[CH2:14][S:11]1(=[O:13])=[O:12])=[O:26])[S:11](=[O:13])(=[O:12])[CH2:16]3.